From a dataset of NCI-60 drug combinations with 297,098 pairs across 59 cell lines. Regression. Given two drug SMILES strings and cell line genomic features, predict the synergy score measuring deviation from expected non-interaction effect. (1) Drug 1: C1CCC(C1)C(CC#N)N2C=C(C=N2)C3=C4C=CNC4=NC=N3. Drug 2: CCN(CC)CCNC(=O)C1=C(NC(=C1C)C=C2C3=C(C=CC(=C3)F)NC2=O)C. Cell line: HCT116. Synergy scores: CSS=-5.07, Synergy_ZIP=-0.177, Synergy_Bliss=-4.82, Synergy_Loewe=-7.68, Synergy_HSA=-7.32. (2) Drug 1: CC1=C(C=C(C=C1)NC2=NC=CC(=N2)N(C)C3=CC4=NN(C(=C4C=C3)C)C)S(=O)(=O)N.Cl. Synergy scores: CSS=12.6, Synergy_ZIP=1.26, Synergy_Bliss=2.90, Synergy_Loewe=-4.00, Synergy_HSA=5.09. Drug 2: CCC1(C2=C(COC1=O)C(=O)N3CC4=CC5=C(C=CC(=C5CN(C)C)O)N=C4C3=C2)O.Cl. Cell line: RXF 393.